This data is from Forward reaction prediction with 1.9M reactions from USPTO patents (1976-2016). The task is: Predict the product of the given reaction. (1) The product is: [C:1]([O:5][C:6]([N:8]1[CH2:13][CH2:12][N:11]([C:14]2[C:19]([F:30])=[N:18][CH:17]=[C:16]([O:20][CH2:21][C:22]3[CH:27]=[CH:26][CH:25]=[C:24]([Cl:28])[CH:23]=3)[N:15]=2)[CH2:10][CH2:9]1)=[O:7])([CH3:4])([CH3:2])[CH3:3]. Given the reactants [C:1]([O:5][C:6]([N:8]1[CH2:13][CH2:12][N:11]([C:14]2[CH:19]=[N:18][CH:17]=[C:16]([O:20][CH2:21][C:22]3[CH:27]=[CH:26][CH:25]=[C:24]([Cl:28])[CH:23]=3)[N:15]=2)[CH2:10][CH2:9]1)=[O:7])([CH3:4])([CH3:3])[CH3:2].[B-](F)(F)(F)[F:30].[B-](F)(F)(F)F.C1[N+]2(CCl)CC[N+](F)(CC2)C1, predict the reaction product. (2) Given the reactants C1(C2C=CC=CC=2)C=CC(C[N:8]2[C:12]3[CH:13]=[C:14]([F:30])[C:15]([C:18]4[CH:19]=[C:20]5[C:24](=[CH:25][CH:26]=4)[N:23]([CH:27]4[CH2:29][CH2:28]4)[CH:22]=[CH:21]5)=[C:16]([F:17])[C:11]=3[N:10]=[C:9]2[O:31][CH:32]2[CH2:37][CH2:36][CH:35]([C:38]([O:40][CH2:41][CH3:42])=[O:39])[CH2:34][CH2:33]2)=CC=1.C1CC=CCC=1, predict the reaction product. The product is: [CH:27]1([N:23]2[C:24]3[C:20](=[CH:19][C:18]([C:15]4[C:14]([F:30])=[CH:13][C:12]5[NH:8][C:9]([O:31][CH:32]6[CH2:33][CH2:34][CH:35]([C:38]([O:40][CH2:41][CH3:42])=[O:39])[CH2:36][CH2:37]6)=[N:10][C:11]=5[C:16]=4[F:17])=[CH:26][CH:25]=3)[CH:21]=[CH:22]2)[CH2:29][CH2:28]1.